From a dataset of NCI-60 drug combinations with 297,098 pairs across 59 cell lines. Regression. Given two drug SMILES strings and cell line genomic features, predict the synergy score measuring deviation from expected non-interaction effect. (1) Synergy scores: CSS=14.1, Synergy_ZIP=-4.61, Synergy_Bliss=-0.887, Synergy_Loewe=-8.52, Synergy_HSA=-1.28. Drug 1: C(=O)(N)NO. Cell line: KM12. Drug 2: CN(C(=O)NC(C=O)C(C(C(CO)O)O)O)N=O. (2) Drug 1: C1=C(C(=O)NC(=O)N1)N(CCCl)CCCl. Drug 2: C1=CC(=CC=C1CC(C(=O)O)N)N(CCCl)CCCl.Cl. Cell line: SNB-19. Synergy scores: CSS=38.2, Synergy_ZIP=11.9, Synergy_Bliss=17.4, Synergy_Loewe=11.2, Synergy_HSA=15.9. (3) Drug 1: C1=CC(=CC=C1CCC2=CNC3=C2C(=O)NC(=N3)N)C(=O)NC(CCC(=O)O)C(=O)O. Drug 2: CN(C)C1=NC(=NC(=N1)N(C)C)N(C)C. Cell line: HL-60(TB). Synergy scores: CSS=47.7, Synergy_ZIP=10.8, Synergy_Bliss=9.39, Synergy_Loewe=-24.9, Synergy_HSA=7.65. (4) Drug 1: C1=CN(C(=O)N=C1N)C2C(C(C(O2)CO)O)O.Cl. Drug 2: CCN(CC)CCNC(=O)C1=C(NC(=C1C)C=C2C3=C(C=CC(=C3)F)NC2=O)C. Cell line: M14. Synergy scores: CSS=38.1, Synergy_ZIP=-4.26, Synergy_Bliss=-3.58, Synergy_Loewe=-16.5, Synergy_HSA=-2.83. (5) Drug 1: CN1CCC(CC1)COC2=C(C=C3C(=C2)N=CN=C3NC4=C(C=C(C=C4)Br)F)OC. Drug 2: CC(C)NC(=O)C1=CC=C(C=C1)CNNC.Cl. Cell line: HCC-2998. Synergy scores: CSS=-3.75, Synergy_ZIP=0.00393, Synergy_Bliss=-2.42, Synergy_Loewe=-7.47, Synergy_HSA=-3.91. (6) Drug 1: CN(C)C1=NC(=NC(=N1)N(C)C)N(C)C. Drug 2: C1=CC(=CC=C1CC(C(=O)O)N)N(CCCl)CCCl.Cl. Cell line: NCI-H322M. Synergy scores: CSS=-3.68, Synergy_ZIP=5.55, Synergy_Bliss=4.84, Synergy_Loewe=1.36, Synergy_HSA=0.862. (7) Drug 1: CS(=O)(=O)C1=CC(=C(C=C1)C(=O)NC2=CC(=C(C=C2)Cl)C3=CC=CC=N3)Cl. Drug 2: CC1=C(C(=CC=C1)Cl)NC(=O)C2=CN=C(S2)NC3=CC(=NC(=N3)C)N4CCN(CC4)CCO. Cell line: CAKI-1. Synergy scores: CSS=67.5, Synergy_ZIP=40.1, Synergy_Bliss=36.7, Synergy_Loewe=-17.0, Synergy_HSA=37.7.